This data is from NCI-60 drug combinations with 297,098 pairs across 59 cell lines. The task is: Regression. Given two drug SMILES strings and cell line genomic features, predict the synergy score measuring deviation from expected non-interaction effect. (1) Drug 1: CCN(CC)CCNC(=O)C1=C(NC(=C1C)C=C2C3=C(C=CC(=C3)F)NC2=O)C. Drug 2: CCN(CC)CCCC(C)NC1=C2C=C(C=CC2=NC3=C1C=CC(=C3)Cl)OC. Cell line: UO-31. Synergy scores: CSS=20.6, Synergy_ZIP=-0.615, Synergy_Bliss=2.41, Synergy_Loewe=-1.18, Synergy_HSA=1.36. (2) Drug 1: CC1=C(C(=CC=C1)Cl)NC(=O)C2=CN=C(S2)NC3=CC(=NC(=N3)C)N4CCN(CC4)CCO. Drug 2: C1CN1C2=NC(=NC(=N2)N3CC3)N4CC4. Cell line: MALME-3M. Synergy scores: CSS=18.1, Synergy_ZIP=-5.23, Synergy_Bliss=0.195, Synergy_Loewe=0.115, Synergy_HSA=0.287. (3) Drug 1: C1=CC=C(C=C1)NC(=O)CCCCCCC(=O)NO. Drug 2: C1CC(=O)NC(=O)C1N2C(=O)C3=CC=CC=C3C2=O. Cell line: NCI-H460. Synergy scores: CSS=10.8, Synergy_ZIP=-0.118, Synergy_Bliss=2.07, Synergy_Loewe=-9.31, Synergy_HSA=-1.56. (4) Drug 1: CC1=C2C(C(=O)C3(C(CC4C(C3C(C(C2(C)C)(CC1OC(=O)C(C(C5=CC=CC=C5)NC(=O)OC(C)(C)C)O)O)OC(=O)C6=CC=CC=C6)(CO4)OC(=O)C)O)C)O. Drug 2: C1=NNC2=C1C(=O)NC=N2. Cell line: CCRF-CEM. Synergy scores: CSS=58.3, Synergy_ZIP=-1.19, Synergy_Bliss=-0.402, Synergy_Loewe=-27.0, Synergy_HSA=0.841.